The task is: Predict the product of the given reaction.. This data is from Forward reaction prediction with 1.9M reactions from USPTO patents (1976-2016). (1) Given the reactants Cl[C:2]1[CH:7]=[C:6]([O:8][CH2:9][C:10]#[C:11][CH3:12])[N:5]=[CH:4][N:3]=1.C(=O)([O-])[O-].[K+].[K+].[C:19]([C:21]1[CH:22]=[C:23]([OH:27])[CH:24]=[CH:25][CH:26]=1)#[N:20].[Cl-].[NH4+], predict the reaction product. The product is: [CH2:9]([O:8][C:6]1[CH:7]=[C:2]([O:27][C:23]2[CH:24]=[CH:25][CH:26]=[C:21]([C:19]#[N:20])[CH:22]=2)[N:3]=[CH:4][N:5]=1)[C:10]#[C:11][CH3:12]. (2) Given the reactants [C:1]([O:4][C:5](=O)[CH3:6])(=[O:3])[CH3:2].[CH3:8][O:9][CH2:10][O:11][C:12]1[CH:21]=[CH:20][C:19]2[O:18][CH:17]([C:22]3[CH:27]=[CH:26][C:25]([O:28][CH2:29][O:30][CH3:31])=[CH:24][CH:23]=3)[CH:16]3[CH2:32]C(O)C[CH:15]3[C:14]=2[CH:13]=1.CCN(CC)CC, predict the reaction product. The product is: [CH3:8][O:9][CH2:10][O:11][C:12]1[CH:21]=[CH:20][C:19]2[O:18][CH:17]([C:22]3[CH:27]=[CH:26][C:25]([O:28][CH2:29][O:30][CH3:31])=[CH:24][CH:23]=3)[CH:16]3[CH2:32][CH:5]([O:4][C:1](=[O:3])[CH3:2])[CH2:6][CH:15]3[C:14]=2[CH:13]=1. (3) Given the reactants [CH3:1][O:2][C:3](=[O:33])[C:4]1[CH:9]=[CH:8][C:7]([CH2:10][N:11]2[CH:15]=[C:14]([C:16]3[CH:21]=[CH:20][C:19]([Cl:22])=[CH:18][C:17]=3[Cl:23])[N:13]=[C:12]2/[CH:24]=[CH:25]/[C:26]2[CH:31]=[CH:30][C:29]([NH2:32])=[CH:28][CH:27]=2)=[CH:6][CH:5]=1.[CH2:34]([S:38](Cl)(=[O:40])=[O:39])[CH2:35][CH2:36][CH3:37], predict the reaction product. The product is: [CH3:1][O:2][C:3](=[O:33])[C:4]1[CH:9]=[CH:8][C:7]([CH2:10][N:11]2[CH:15]=[C:14]([C:16]3[CH:21]=[CH:20][C:19]([Cl:22])=[CH:18][C:17]=3[Cl:23])[N:13]=[C:12]2/[CH:24]=[CH:25]/[C:26]2[CH:27]=[CH:28][C:29]([NH:32][S:38]([CH2:34][CH2:35][CH2:36][CH3:37])(=[O:40])=[O:39])=[CH:30][CH:31]=2)=[CH:6][CH:5]=1. (4) Given the reactants [NH2:1][C:2]1[CH:7]=[CH:6][C:5]([C:8]2[C:12]([C:13]3[CH:18]=[CH:17][N:16]=[C:15]4[NH:19][C:20]([C:22]5[CH:27]=[CH:26][CH:25]=[C:24]([CH2:28][N:29]([CH3:31])[CH3:30])[CH:23]=5)=[CH:21][C:14]=34)=[CH:11][N:10]([CH2:32][CH3:33])[N:9]=2)=[CH:4][CH:3]=1.[CH3:34][NH:35][CH3:36].[O:37]1[CH2:41]CCC1, predict the reaction product. The product is: [CH3:31][N:29]([CH2:28][C:24]1[CH:23]=[C:22]([C:20]2[NH:19][C:15]3=[N:16][CH:17]=[CH:18][C:13]([C:12]4[C:8]([C:5]5[CH:4]=[CH:3][C:2]([NH:1][C:41](=[O:37])[N:35]([CH3:36])[CH3:34])=[CH:7][CH:6]=5)=[N:9][N:10]([CH2:32][CH3:33])[CH:11]=4)=[C:14]3[CH:21]=2)[CH:27]=[CH:26][CH:25]=1)[CH3:30]. (5) Given the reactants [Br:1][C:2]1[CH:3]=[C:4]([NH:13][CH:14]2[CH2:19][CH2:18][O:17][CH2:16][CH2:15]2)[C:5]([CH3:12])=[C:6]([CH:11]=1)[C:7]([O:9][CH3:10])=[O:8].[CH3:20][O:21][CH2:22][CH:23]=O.C(O)(=O)C.C(O[BH-](OC(=O)C)OC(=O)C)(=O)C.[Na+].C([O-])(O)=O.[Na+], predict the reaction product. The product is: [Br:1][C:2]1[CH:3]=[C:4]([N:13]([CH2:23][CH2:22][O:21][CH3:20])[CH:14]2[CH2:19][CH2:18][O:17][CH2:16][CH2:15]2)[C:5]([CH3:12])=[C:6]([CH:11]=1)[C:7]([O:9][CH3:10])=[O:8]. (6) Given the reactants C([O:8][CH:9]1[CH2:13][N:12]([C:14](=[O:35])[CH2:15][C:16]2[CH:21]=[CH:20][C:19]([NH:22][C:23]([NH:25][C:26]3[CH:31]=[CH:30][CH:29]=[CH:28][C:27]=3[CH3:32])=[O:24])=[C:18]([O:33][CH3:34])[CH:17]=2)[CH:11]([CH2:36][O:37][C:38]2[CH:46]=[CH:45][C:41]([C:42]([O-:44])=[O:43])=[CH:40][C:39]=2[O:47][CH3:48])[CH2:10]1)C1C=CC=CC=1.[CH3:49][C:50](O)=O.CCO, predict the reaction product. The product is: [OH:8][CH:9]1[CH2:13][N:12]([C:14](=[O:35])[CH2:15][C:16]2[CH:21]=[CH:20][C:19]([NH:22][C:23]([NH:25][C:26]3[CH:31]=[CH:30][CH:29]=[CH:28][C:27]=3[CH3:32])=[O:24])=[C:18]([O:33][CH3:34])[CH:17]=2)[CH:11]([CH2:36][O:37][C:38]2[CH:46]=[CH:45][C:41]([C:42]([O:44][CH2:49][CH3:50])=[O:43])=[CH:40][C:39]=2[O:47][CH3:48])[CH2:10]1. (7) Given the reactants [Al+3:1].[Cl-:2].[Cl-].[Cl-].[CH2:5]([N:7]([CH2:10][CH3:11])[CH2:8][CH3:9])[CH3:6], predict the reaction product. The product is: [CH2:5]([N:7]([CH2:10][CH3:11])[CH2:8][CH3:9])[CH3:6].[Cl-:2].[Al+3:1].[Cl-:2].[Cl-:2]. (8) Given the reactants Cl[C:2]1[N:7]=[C:6]([NH:8][C:9](=[O:11])[O-:10])[CH:5]=[C:4]([NH:12][C:13]2[CH:18]=[CH:17][CH:16]=[CH:15][CH:14]=2)[N:3]=1.[C:19]1(B(O)O)[CH:24]=[CH:23][CH:22]=[CH:21][CH:20]=1.[O-]P([O-])([O-])=O.[K+].[K+].[K+].[CH2:36]1[CH2:40]OC[CH2:37]1, predict the reaction product. The product is: [CH:36]([O:10][C:9](=[O:11])[NH:8][C:6]1[CH:5]=[C:4]([NH:12][C:13]2[CH:18]=[CH:17][CH:16]=[CH:15][CH:14]=2)[N:3]=[C:2]([C:19]2[CH:24]=[CH:23][CH:22]=[CH:21][CH:20]=2)[N:7]=1)([CH3:40])[CH3:37]. (9) Given the reactants [C:1]([C:5]1[N:9]([CH2:10][CH:11]2[CH2:16][CH2:15][C:14]([F:18])([F:17])[CH2:13][CH2:12]2)[C:8]2[CH:19]=[CH:20][C:21]([NH2:23])=[CH:22][C:7]=2[N:6]=1)([CH3:4])([CH3:3])[CH3:2].[CH:24]1([S:27](Cl)(=[O:29])=[O:28])[CH2:26][CH2:25]1.C(O)(C(F)(F)F)=O, predict the reaction product. The product is: [C:1]([C:5]1[N:9]([CH2:10][CH:11]2[CH2:16][CH2:15][C:14]([F:18])([F:17])[CH2:13][CH2:12]2)[C:8]2[CH:19]=[CH:20][C:21]([NH:23][S:27]([CH:24]3[CH2:26][CH2:25]3)(=[O:29])=[O:28])=[CH:22][C:7]=2[N:6]=1)([CH3:4])([CH3:2])[CH3:3].